The task is: Predict the product of the given reaction.. This data is from Forward reaction prediction with 1.9M reactions from USPTO patents (1976-2016). (1) Given the reactants [Cl:1][C:2]1[CH:3]=[C:4]([NH:9][C:10]2[C:15]3[C:16]4[CH2:24][CH2:23][C:22]5[C:18](=[CH:19][N:20]([CH2:25][CH2:26][OH:27])[N:21]=5)[C:17]=4[S:28][C:14]=3[N:13]=[CH:12][N:11]=2)[CH:5]=[CH:6][C:7]=1[F:8].ClC1C(=O)C(C#N)=C(C#N)C(=O)C=1Cl, predict the reaction product. The product is: [Cl:1][C:2]1[CH:3]=[C:4]([NH:9][C:10]2[N:11]=[CH:12][N:13]=[C:14]3[C:15]=2[C:16]2[CH:24]=[CH:23][C:22]4[C:18](=[CH:19][N:20]([CH2:25][CH2:26][OH:27])[N:21]=4)[C:17]=2[S:28]3)[CH:5]=[CH:6][C:7]=1[F:8]. (2) Given the reactants [Cl:1][C:2]1[C:3]([CH2:31][N:32]2[CH2:37][CH2:36][CH2:35][C@@H:34]([C:38](O)=[O:39])[CH2:33]2)=[C:4]([C:27]([F:30])([F:29])[F:28])[CH:5]=[C:6]2[C:11]=1[NH:10][C:9](=[O:12])[N:8]([CH2:13][C:14]1[CH:19]=[C:18]([Cl:20])[CH:17]=[CH:16][C:15]=1[S:21]([CH2:24][CH3:25])(=[O:23])=[O:22])[C:7]2=[O:26].[NH2:41][CH:42]1[CH2:47][CH2:46][N:45](C(OC(C)(C)C)=O)[CH2:44][CH2:43]1, predict the reaction product. The product is: [Cl:1][C:2]1[C:3]([CH2:31][N:32]2[CH2:37][CH2:36][CH2:35][C@@H:34]([C:38]([NH:41][CH:42]3[CH2:47][CH2:46][NH:45][CH2:44][CH2:43]3)=[O:39])[CH2:33]2)=[C:4]([C:27]([F:28])([F:30])[F:29])[CH:5]=[C:6]2[C:11]=1[NH:10][C:9](=[O:12])[N:8]([CH2:13][C:14]1[CH:19]=[C:18]([Cl:20])[CH:17]=[CH:16][C:15]=1[S:21]([CH2:24][CH3:25])(=[O:23])=[O:22])[C:7]2=[O:26]. (3) The product is: [NH:19]1[C:20]2[CH2:25][CH2:24][NH:23][CH2:22][C:21]=2[C:17]([C:15]([N:12]2[CH2:13][CH2:14][CH:9]([C:4]3[CH:5]=[CH:6][CH:7]=[CH:8][C:3]=3[C:2]([F:33])([F:1])[F:34])[CH2:10][CH2:11]2)=[O:16])=[N:18]1. Given the reactants [F:1][C:2]([F:34])([F:33])[C:3]1[CH:8]=[CH:7][CH:6]=[CH:5][C:4]=1[CH:9]1[CH2:14][CH2:13][N:12]([C:15]([C:17]2[C:21]3[CH2:22][N:23](C(OC(C)(C)C)=O)[CH2:24][CH2:25][C:20]=3[NH:19][N:18]=2)=[O:16])[CH2:11][CH2:10]1.FC(F)(F)C(O)=O.Cl, predict the reaction product.